This data is from Reaction yield outcomes from USPTO patents with 853,638 reactions. The task is: Predict the reaction yield, written as a fraction of the theoretical maximum amount of product (1.0 means a 100% yield; for example, 0.34 means a 34% yield). (1) The reactants are Cl[C:2]1[N:7]=[C:6]([CH2:8][C:9]2[C:14]([Cl:15])=[CH:13][CH:12]=[CH:11][C:10]=2[Cl:16])[N:5]=[C:4]([NH:17][C:18]2[CH:25]=[CH:24][C:21]([C:22]#[N:23])=[CH:20][CH:19]=2)[N:3]=1.[NH2:26][CH2:27][C:28]([NH2:30])=[O:29].C(N(CC)C(C)C)(C)C. The catalyst is O1CCOCC1. The product is [C:22]([C:21]1[CH:20]=[CH:19][C:18]([NH:17][C:4]2[N:5]=[C:6]([CH2:8][C:9]3[C:14]([Cl:15])=[CH:13][CH:12]=[CH:11][C:10]=3[Cl:16])[N:7]=[C:2]([NH:26][CH2:27][C:28]([NH2:30])=[O:29])[N:3]=2)=[CH:25][CH:24]=1)#[N:23]. The yield is 0.414. (2) The reactants are [Cl:1][C:2]1[CH:30]=[CH:29][C:5]2[N:6]([CH2:20][C:21]3[CH:26]=[CH:25][C:24]([O:27][CH3:28])=[CH:23][CH:22]=3)[C:7](=[O:19])[CH2:8][N:9]=[C:10]([C:11]3[CH:16]=[CH:15][C:14]([O:17][CH3:18])=[CH:13][CH:12]=3)[C:4]=2[CH:3]=1.CC(C)([O-])C.[K+].[Cl:37][C:38]1[CH:45]=[CH:44][CH:43]=[CH:42][C:39]=1[CH2:40]Br. The catalyst is C1COCC1. The product is [Cl:1][C:2]1[CH:30]=[CH:29][C:5]2[N:6]([CH2:20][C:21]3[CH:26]=[CH:25][C:24]([O:27][CH3:28])=[CH:23][CH:22]=3)[C:7](=[O:19])[CH:8]([CH2:40][C:39]3[CH:42]=[CH:43][CH:44]=[CH:45][C:38]=3[Cl:37])[N:9]=[C:10]([C:11]3[CH:16]=[CH:15][C:14]([O:17][CH3:18])=[CH:13][CH:12]=3)[C:4]=2[CH:3]=1. The yield is 0.290. (3) The reactants are [CH3:1][O:2][C:3]1[CH:8]=[CH:7][C:6]([CH2:9][C:10]([C:12]2[CH:17]=[CH:16][CH:15]=[CH:14][CH:13]=2)=O)=[CH:5][CH:4]=1.[Br:18][C:19]1[CH:20]=[CH:21][C:22]([NH:25]N)=[N:23][CH:24]=1. No catalyst specified. The product is [Br:18][C:19]1[CH:20]=[C:21]2[C:9]([C:6]3[CH:7]=[CH:8][C:3]([O:2][CH3:1])=[CH:4][CH:5]=3)=[C:10]([C:12]3[CH:17]=[CH:16][CH:15]=[CH:14][CH:13]=3)[NH:25][C:22]2=[N:23][CH:24]=1. The yield is 0.580. (4) The reactants are [NH2:1][C:2]1[N:7]=[C:6]([C:8]2[NH:12][C:11]([C:13]3[CH:18]=[C:17]([Cl:19])[CH:16]=[CH:15][C:14]=3[CH2:20][CH3:21])=[C:10]([C:22]([O:24]CC)=[O:23])[CH:9]=2)[C:5]([Br:27])=[CH:4][N:3]=1.[OH-].[K+].CCO. No catalyst specified. The product is [NH2:1][C:2]1[N:7]=[C:6]([C:8]2[NH:12][C:11]([C:13]3[CH:18]=[C:17]([Cl:19])[CH:16]=[CH:15][C:14]=3[CH2:20][CH3:21])=[C:10]([C:22]([OH:24])=[O:23])[CH:9]=2)[C:5]([Br:27])=[CH:4][N:3]=1. The yield is 0.950.